From a dataset of NCI-60 drug combinations with 297,098 pairs across 59 cell lines. Regression. Given two drug SMILES strings and cell line genomic features, predict the synergy score measuring deviation from expected non-interaction effect. Drug 1: CC12CCC(CC1=CCC3C2CCC4(C3CC=C4C5=CN=CC=C5)C)O. Drug 2: CC1CCC2CC(C(=CC=CC=CC(CC(C(=O)C(C(C(=CC(C(=O)CC(OC(=O)C3CCCCN3C(=O)C(=O)C1(O2)O)C(C)CC4CCC(C(C4)OC)OCCO)C)C)O)OC)C)C)C)OC. Cell line: SF-539. Synergy scores: CSS=15.3, Synergy_ZIP=-4.31, Synergy_Bliss=-4.39, Synergy_Loewe=-3.38, Synergy_HSA=-1.07.